This data is from Catalyst prediction with 721,799 reactions and 888 catalyst types from USPTO. The task is: Predict which catalyst facilitates the given reaction. Reactant: Br[C:2]1[CH2:5][CH2:4][C:3]=1[NH:6][C:7](=[O:18])[C:8]1[CH:13]=[CH:12][CH:11]=[CH:10][C:9]=1[C:14]([F:17])([F:16])[F:15].[S:19]1[C:23]2[CH:24]=[CH:25][CH:26]=[CH:27][C:22]=2[CH:21]=[C:20]1B(O)O.P([O-])([O-])([O-])=O.[K+].[K+].[K+]. Product: [S:19]1[C:23]2[CH:24]=[CH:25][CH:26]=[CH:27][C:22]=2[CH:21]=[C:20]1[C:2]1[CH2:5][CH2:4][C:3]=1[NH:6][C:7](=[O:18])[C:8]1[CH:13]=[CH:12][CH:11]=[CH:10][C:9]=1[C:14]([F:17])([F:16])[F:15]. The catalyst class is: 20.